From a dataset of Retrosynthesis with 50K atom-mapped reactions and 10 reaction types from USPTO. Predict the reactants needed to synthesize the given product. (1) Given the product c1ccc(Nc2ccc3ccccc3c2)cc1, predict the reactants needed to synthesize it. The reactants are: Nc1ccccc1.Oc1ccc2ccccc2c1. (2) Given the product N#Cc1cccc(N2CCc3c(-c4cccc(O)c4)nc(N4CCOCC4)nc32)c1, predict the reactants needed to synthesize it. The reactants are: COc1cccc(-c2nc(N3CCOCC3)nc3c2CCN3c2cccc(C#N)c2)c1. (3) Given the product COc1cnc(Cl)c2[nH]ccc12, predict the reactants needed to synthesize it. The reactants are: C[O-].Clc1ncc(Br)c2cc[nH]c12. (4) Given the product CC(C)Oc1cncc(Br)c1, predict the reactants needed to synthesize it. The reactants are: CC(C)Cl.Oc1cncc(Br)c1. (5) Given the product O=S(=O)(c1ccc(Cl)cc1)C(c1cc(F)ccc1F)c1cc(NCCCNc2ncccn2)ncc1Cl, predict the reactants needed to synthesize it. The reactants are: Clc1ncccn1.NCCCNc1cc(C(c2cc(F)ccc2F)S(=O)(=O)c2ccc(Cl)cc2)c(Cl)cn1. (6) Given the product CC(C)(C)OC(=O)N[C@@H](C(=O)O)c1ccccc1, predict the reactants needed to synthesize it. The reactants are: CC(C)(C)[C@H](N)C(=O)O.N[C@@H](C(=O)O)c1ccccc1. (7) Given the product CC(C)S(=O)(=O)NC1Cc2ccc(-c3cccc(CN4CCCC4=O)c3)cc2C1, predict the reactants needed to synthesize it. The reactants are: CC(C)S(=O)(=O)NC1Cc2ccc(-c3cccc(CN)c3)cc2C1.O=C(Cl)CCCCl.